This data is from Forward reaction prediction with 1.9M reactions from USPTO patents (1976-2016). The task is: Predict the product of the given reaction. Given the reactants [CH3:1][O:2][C:3](=[O:20])[C:4]1[CH:9]=[C:8]([C:10]([N:12]([CH2:16][CH2:17][CH3:18])[CH2:13][CH2:14][CH3:15])=[O:11])[CH:7]=[C:6](Br)[CH:5]=1.[N:21]1[C:30]2[C:25](=[CH:26][CH:27]=[CH:28][C:29]=2B(O)O)[CH:24]=[CH:23][CH:22]=1.C(=O)([O-])[O-].[Na+].[Na+], predict the reaction product. The product is: [CH2:13]([N:12]([CH2:16][CH2:17][CH3:18])[C:10]([C:8]1[CH:9]=[C:4]([CH:5]=[C:6]([C:29]2[CH:28]=[CH:27][CH:26]=[C:25]3[C:30]=2[N:21]=[CH:22][CH:23]=[CH:24]3)[CH:7]=1)[C:3]([O:2][CH3:1])=[O:20])=[O:11])[CH2:14][CH3:15].